From a dataset of Forward reaction prediction with 1.9M reactions from USPTO patents (1976-2016). Predict the product of the given reaction. (1) Given the reactants O[CH:2]([C:11]1[CH:16]=[CH:15][C:14]([NH:17][C:18]([C:20]2[C:21]([C:26]3[CH:31]=[CH:30][C:29]([C:32]([F:35])([F:34])[F:33])=[CH:28][CH:27]=3)=[CH:22][CH:23]=[CH:24][CH:25]=2)=[O:19])=[CH:13][CH:12]=1)[CH2:3][CH2:4][C:5]1[CH:10]=[CH:9][CH:8]=[CH:7][N:6]=1.[H][H], predict the reaction product. The product is: [N:6]1[CH:7]=[CH:8][CH:9]=[CH:10][C:5]=1[CH2:4][CH2:3][CH2:2][C:11]1[CH:12]=[CH:13][C:14]([NH:17][C:18]([C:20]2[C:21]([C:26]3[CH:27]=[CH:28][C:29]([C:32]([F:33])([F:34])[F:35])=[CH:30][CH:31]=3)=[CH:22][CH:23]=[CH:24][CH:25]=2)=[O:19])=[CH:15][CH:16]=1. (2) Given the reactants [CH3:1][O:2][C:3]([C:5]1[C:6]([O:15][CH3:16])=[CH:7][C:8]2[N:12]=[C:11]([SH:13])[NH:10][C:9]=2[CH:14]=1)=[O:4].[ClH:17].[Cl:18][CH2:19][C:20]1[CH:26]=[CH:25][CH:24]=[CH:23][C:21]=1[NH2:22], predict the reaction product. The product is: [ClH:18].[ClH:17].[NH2:22][C:21]1[CH:23]=[CH:24][CH:25]=[CH:26][C:20]=1[CH2:19][S:13][C:11]1[NH:10][C:9]2[CH:14]=[C:5]([C:3]([O:2][CH3:1])=[O:4])[C:6]([O:15][CH3:16])=[CH:7][C:8]=2[N:12]=1. (3) Given the reactants [CH3:1][CH:2]1[O:6][C:5](=[S:7])[N:4]([CH2:8][C:9]2[CH:14]=[CH:13][CH:12]=[CH:11][C:10]=2[N+:15]([O-])=O)[CH2:3]1.[Cl-].[NH4+], predict the reaction product. The product is: [CH3:1][CH:2]1[O:6][C:5](=[S:7])[N:4]([CH2:8][C:9]2[CH:14]=[CH:13][CH:12]=[CH:11][C:10]=2[NH2:15])[CH2:3]1. (4) Given the reactants [CH3:1][C:2]1([CH3:9])[CH2:6][C:5](=O)O[C:3]1=[O:8].[H-].[H-].[H-].[H-].[Li+].[Al+3].[OH-].[Na+].CC(OI1(OC(C)=O)(OC(C)=O)OC(=O)C2C=CC=CC1=2)=O.[F:40][C:41]1[CH:46]=[C:45]([F:47])[CH:44]=[CH:43][C:42]=1[C:48]1[N:49]=[C:50]2[N:54]([C:55]=1[C:56]1[CH:57]=[CH:58][C:59]([NH:62][NH2:63])=[N:60][CH:61]=1)[CH:53]=[CH:52][O:51]2.C(O)(=O)C.C(O)(=O)C.IC1C=CC=CC=1, predict the reaction product. The product is: [F:40][C:41]1[CH:46]=[C:45]([F:47])[CH:44]=[CH:43][C:42]=1[C:48]1[N:49]=[C:50]2[N:54]([C:55]=1[C:56]1[CH:57]=[CH:58][C:59]3[N:60]([C:5]([CH2:6][C:2]([CH3:1])([CH3:9])[CH2:3][OH:8])=[N:63][N:62]=3)[CH:61]=1)[CH:53]=[CH:52][O:51]2. (5) Given the reactants Br[C:2]1[CH:7]=[CH:6][C:5]([N+:8]([O-:10])=[O:9])=[CH:4][N:3]=1.C(=O)([O-])[O-].[K+].[K+].[C:17]([O:21][C:22]([N:24]1[CH2:29][CH2:28][NH:27][CH2:26][CH2:25]1)=[O:23])([CH3:20])([CH3:19])[CH3:18], predict the reaction product. The product is: [C:17]([O:21][C:22]([N:24]1[CH2:29][CH2:28][N:27]([C:2]2[CH:7]=[CH:6][C:5]([N+:8]([O-:10])=[O:9])=[CH:4][N:3]=2)[CH2:26][CH2:25]1)=[O:23])([CH3:20])([CH3:18])[CH3:19]. (6) Given the reactants [OH:1][C:2]1[C:3](=[O:17])[NH:4][C:5](=[O:16])[N:6]([CH2:8][CH2:9][C:10]2[CH:15]=CC=C[CH:11]=2)[N:7]=1, predict the reaction product. The product is: [OH:1][C:2]1[C:3](=[O:17])[NH:4][C:5](=[O:16])[N:6]([CH2:8][CH2:9][CH:10]([CH3:11])[CH3:15])[N:7]=1. (7) Given the reactants [CH:1]1[N:5]2[C:6]3[CH:15]=[CH:14][CH:13]=[CH:12][C:7]=3[CH2:8][CH2:9][C:10](=O)[C:4]2=[N:3][CH:2]=1.Cl.[NH2:17][OH:18].CC([O-])=O.[Na+], predict the reaction product. The product is: [CH:1]1[N:5]2[C:6]3[CH:15]=[CH:14][CH:13]=[CH:12][C:7]=3[CH2:8][CH2:9][C:10](=[N:17][OH:18])[C:4]2=[N:3][CH:2]=1. (8) Given the reactants N1CCCCC1.[CH3:7][O:8][C:9]1[CH:16]=[CH:15][C:12](C=O)=[CH:11][C:10]=1[O:17][CH2:18][C:19]#[CH:20].[C:21]([CH2:24][C:25]([NH:27][C:28]1[CH:36]=[CH:35][CH:34]=[CH:33][C:29]=1[C:30]([OH:32])=[O:31])=[O:26])(O)=O.CC(O)=O, predict the reaction product. The product is: [CH3:7][O:8][C:9]1[CH:16]=[C:15](/[CH:21]=[CH:24]/[C:25]([NH:27][C:28]2[CH:36]=[CH:35][CH:34]=[CH:33][C:29]=2[C:30]([OH:32])=[O:31])=[O:26])[CH:12]=[CH:11][C:10]=1[O:17][CH2:18][C:19]#[CH:20]. (9) Given the reactants C([O:3][C:4]([CH:6]1[CH2:11][CH2:10][N:9]([CH2:12][C:13]2[CH:18]=[CH:17][CH:16]=[CH:15][CH:14]=2)[CH2:8][CH:7]1[C:19]1[S:20][CH:21]=[CH:22][CH:23]=1)=[O:5])C, predict the reaction product. The product is: [CH2:12]([N:9]1[CH2:10][CH2:11][CH:6]([C:4]([OH:5])=[O:3])[CH:7]([C:19]2[S:20][CH:21]=[CH:22][CH:23]=2)[CH2:8]1)[C:13]1[CH:14]=[CH:15][CH:16]=[CH:17][CH:18]=1.